This data is from Forward reaction prediction with 1.9M reactions from USPTO patents (1976-2016). The task is: Predict the product of the given reaction. (1) Given the reactants [CH3:1][O:2][C:3]1[CH:25]=[C:24]([C:26]([F:29])([F:28])[F:27])[CH:23]=[C:22]([S:30][CH3:31])[C:4]=1[C:5]([NH:7][C:8]1([C:16]2[CH:21]=[CH:20][CH:19]=[CH:18][CH:17]=2)[CH2:13][C:12](=[O:14])[CH2:11][N:10]([CH3:15])[CH2:9]1)=[O:6].[BH4-].[Na+], predict the reaction product. The product is: [OH:14][CH:12]1[CH2:11][N:10]([CH3:15])[CH2:9][C:8]([NH:7][C:5](=[O:6])[C:4]2[C:22]([S:30][CH3:31])=[CH:23][C:24]([C:26]([F:27])([F:28])[F:29])=[CH:25][C:3]=2[O:2][CH3:1])([C:16]2[CH:21]=[CH:20][CH:19]=[CH:18][CH:17]=2)[CH2:13]1. (2) Given the reactants CN(C(ON1N=NC2C=CC=NC1=2)=[N+](C)C)C.F[P-](F)(F)(F)(F)F.[Cl:25][C:26]1[CH:27]=[N:28][C:29]([N:32]2[CH2:37][CH2:36][CH:35]([C@H:38]([CH3:52])[CH2:39][CH2:40][O:41][C:42]3[CH:50]=[CH:49][C:45]([C:46]([OH:48])=O)=[C:44]([CH3:51])[N:43]=3)[CH2:34][CH2:33]2)=[N:30][CH:31]=1.[NH2:53][CH2:54][C@H:55]([OH:58])[CH2:56][OH:57].CCN(C(C)C)C(C)C, predict the reaction product. The product is: [Cl:25][C:26]1[CH:31]=[N:30][C:29]([N:32]2[CH2:37][CH2:36][CH:35]([C@H:38]([CH3:52])[CH2:39][CH2:40][O:41][C:42]3[CH:50]=[CH:49][C:45]([C:46]([NH:53][CH2:54][C@H:55]([OH:58])[CH2:56][OH:57])=[O:48])=[C:44]([CH3:51])[N:43]=3)[CH2:34][CH2:33]2)=[N:28][CH:27]=1. (3) The product is: [CH3:37][S:38]([CH2:41][C:42]1[N:46]([CH:11]2[CH2:16][CH2:15][N:14]([C:17]3[C:18]([F:35])=[CH:19][C:20]([N:24]4[CH2:28][C@H:27]([CH2:29][NH:30][C:31](=[O:33])[CH3:32])[O:26][C:25]4=[O:34])=[CH:21][C:22]=3[F:23])[CH2:13][CH2:12]2)[N:45]=[N:44][N:43]=1)(=[O:40])=[O:39]. Given the reactants C1(C)C=CC(S(O[CH:11]2[CH2:16][CH2:15][N:14]([C:17]3[C:22]([F:23])=[CH:21][C:20]([N:24]4[CH2:28][C@H:27]([CH2:29][NH:30][C:31](=[O:33])[CH3:32])[O:26][C:25]4=[O:34])=[CH:19][C:18]=3[F:35])[CH2:13][CH2:12]2)(=O)=O)=CC=1.[CH3:37][S:38]([CH2:41][C:42]1[NH:46][N:45]=[N:44][N:43]=1)(=[O:40])=[O:39].C([O-])([O-])=O.[K+].[K+], predict the reaction product. (4) Given the reactants [CH2:1]([N:8]1[C:17](=[O:18])[C:16]2[C:11](=[CH:12][C:13]([Cl:19])=[CH:14][CH:15]=2)[N:10]=[C:9]1[CH:20]([N:24]1[CH:28]=[C:27]([CH2:29][CH2:30][N:31]2C(=O)C3C(=CC=CC=3)C2=O)[N:26]=[C:25]1[C:42]1[CH:47]=[CH:46][C:45]([CH3:48])=[CH:44][CH:43]=1)[CH:21]([CH3:23])[CH3:22])[C:2]1[CH:7]=[CH:6][CH:5]=[CH:4][CH:3]=1.NN, predict the reaction product. The product is: [NH2:31][CH2:30][CH2:29][C:27]1[N:26]=[C:25]([C:42]2[CH:47]=[CH:46][C:45]([CH3:48])=[CH:44][CH:43]=2)[N:24]([CH:20]([C:9]2[N:8]([CH2:1][C:2]3[CH:7]=[CH:6][CH:5]=[CH:4][CH:3]=3)[C:17](=[O:18])[C:16]3[C:11](=[CH:12][C:13]([Cl:19])=[CH:14][CH:15]=3)[N:10]=2)[CH:21]([CH3:23])[CH3:22])[CH:28]=1.